From a dataset of Forward reaction prediction with 1.9M reactions from USPTO patents (1976-2016). Predict the product of the given reaction. Given the reactants [Br:1][C:2]1[CH:3]=[C:4]([CH:9]=[C:10]([OH:12])[CH:11]=1)[C:5]([NH:7][NH2:8])=[O:6].[N:13]#[C:14]Br.C(=O)(O)[O-].[Na+].CCCCCC, predict the reaction product. The product is: [NH2:13][C:14]1[O:6][C:5]([C:4]2[CH:9]=[C:10]([OH:12])[CH:11]=[C:2]([Br:1])[CH:3]=2)=[N:7][N:8]=1.